This data is from Full USPTO retrosynthesis dataset with 1.9M reactions from patents (1976-2016). The task is: Predict the reactants needed to synthesize the given product. The reactants are: Br[Mg][C:3]#[C:4][CH3:5].[CH3:6][O:7][C:8]1[N:13]=[CH:12][C:11]([CH:14]=[C:15]2[C:20](=[O:21])[O:19][C:18]([CH3:23])([CH3:22])[O:17][C:16]2=[O:24])=[CH:10][CH:9]=1. Given the product [CH3:6][O:7][C:8]1[N:13]=[CH:12][C:11]([CH:14]([CH:15]2[C:16](=[O:24])[O:17][C:18]([CH3:22])([CH3:23])[O:19][C:20]2=[O:21])[C:3]#[C:4][CH3:5])=[CH:10][CH:9]=1, predict the reactants needed to synthesize it.